This data is from Catalyst prediction with 721,799 reactions and 888 catalyst types from USPTO. The task is: Predict which catalyst facilitates the given reaction. (1) Reactant: [CH:1]([C:3]1[CH:12]=[CH:11][CH:10]=[C:9]([O:13][CH3:14])[C:4]=1[O:5][CH2:6][CH:7]=[O:8])=O. Product: [CH3:14][O:13][C:9]1[C:4]2[O:5][C:6]([CH:7]=[O:8])=[CH:1][C:3]=2[CH:12]=[CH:11][CH:10]=1. The catalyst class is: 15. (2) Reactant: C([O:3][C:4](=[O:20])[CH:5]([S:11][C:12]1[CH:17]=[CH:16][C:15]([O:18][CH3:19])=[CH:14][CH:13]=1)[CH2:6][CH2:7][CH2:8][CH2:9][CH3:10])C. Product: [CH3:19][O:18][C:15]1[CH:14]=[CH:13][C:12]([S:11][CH:5]([CH2:6][CH2:7][CH2:8][CH2:9][CH3:10])[C:4]([OH:20])=[O:3])=[CH:17][CH:16]=1. The catalyst class is: 273. (3) Reactant: [Cl:1][C:2]1[CH:11]=[C:10]2[C:5]([C:6]([OH:17])=[C:7]([C:12]([O:14]CC)=[O:13])[CH:8]=[N:9]2)=[CH:4][C:3]=1[O:18][CH3:19].[OH-].[Na+]. Product: [Cl:1][C:2]1[CH:11]=[C:10]2[C:5]([C:6]([OH:17])=[C:7]([C:12]([OH:14])=[O:13])[CH:8]=[N:9]2)=[CH:4][C:3]=1[O:18][CH3:19]. The catalyst class is: 8. (4) Reactant: [Br:1][C:2]1[CH:7]=[C:6]([F:8])[C:5]([CH2:9][C:10]([NH2:12])=[O:11])=[C:4]([F:13])[CH:3]=1.[Br:14]N1C(=O)CCC1=O.N(C(C)(C)C#N)=NC(C)(C)C#N. Product: [Br:14][CH:9]([C:5]1[C:4]([F:13])=[CH:3][C:2]([Br:1])=[CH:7][C:6]=1[F:8])[C:10]([NH2:12])=[O:11]. The catalyst class is: 53. (5) Reactant: I[C:2]1[CH:11]=[C:10]2[C:5]([CH:6]=[C:7]([C:13]3[CH:18]=[CH:17][CH:16]=[CH:15][C:14]=3[C:19]([F:22])([F:21])[F:20])[NH:8][C:9]2=[O:12])=[CH:4][CH:3]=1.CC1(C)C2C=CC=C(P(C3C=CC=CC=3)C3C=CC=CC=3)C=2OC2C1=CC=CC=2P(C1C=CC=CC=1)C1C=CC=CC=1.C(=O)([O-])[O-].[Cs+].[Cs+].[NH:71]1[CH2:75][CH2:74][CH2:73][C:72]1=[O:76].[Cl-].[NH4+]. Product: [O:76]=[C:72]1[CH2:73][CH2:74][CH2:75][N:71]1[C:2]1[CH:11]=[C:10]2[C:5]([CH:6]=[C:7]([C:13]3[CH:18]=[CH:17][CH:16]=[CH:15][C:14]=3[C:19]([F:22])([F:21])[F:20])[NH:8][C:9]2=[O:12])=[CH:4][CH:3]=1. The catalyst class is: 110. (6) The catalyst class is: 2. Reactant: [F:1][C:2]1[CH:10]=[C:9]([N+:11]([O-:13])=[O:12])[CH:8]=[CH:7][C:3]=1[C:4]([OH:6])=O.C(N(CC)CC)C.C(Cl)(=O)C(C)(C)C.[CH3:28][N:29]([CH2:37][CH2:38][CH2:39][NH:40][CH3:41])[C:30](=[O:36])[O:31][C:32]([CH3:35])([CH3:34])[CH3:33]. Product: [F:1][C:2]1[CH:10]=[C:9]([N+:11]([O-:13])=[O:12])[CH:8]=[CH:7][C:3]=1[C:4]([N:40]([CH3:41])[CH2:39][CH2:38][CH2:37][N:29]([CH3:28])[C:30](=[O:36])[O:31][C:32]([CH3:35])([CH3:33])[CH3:34])=[O:6]. (7) Reactant: [OH:1][CH2:2][CH2:3][O:4][C:5]1[CH:6]=[C:7]([OH:11])[CH:8]=[CH:9][CH:10]=1.C(=O)([O-])[O-].[K+].[K+].Br[CH2:19][C:20]([O:22][C:23]([CH3:26])([CH3:25])[CH3:24])=[O:21]. Product: [OH:1][CH2:2][CH2:3][O:4][C:5]1[CH:6]=[C:7]([CH:8]=[CH:9][CH:10]=1)[O:11][CH2:19][C:20]([O:22][C:23]([CH3:26])([CH3:25])[CH3:24])=[O:21]. The catalyst class is: 7. (8) Reactant: [C:1]([Si:5]([C:30]1[CH:35]=[CH:34][CH:33]=[CH:32][CH:31]=1)([C:24]1[CH:29]=[CH:28][CH:27]=[CH:26][CH:25]=1)[O:6][CH2:7][CH2:8][C@@H:9]([C:18](=[O:23])N(OC)C)[CH2:10][C:11]([O:13][C:14]([CH3:17])([CH3:16])[CH3:15])=[O:12])([CH3:4])([CH3:3])[CH3:2].C1COCC1.[H-].C([Al+]CC(C)C)C(C)C.S(=O)(=O)(O)O. Product: [C:1]([Si:5]([C:30]1[CH:35]=[CH:34][CH:33]=[CH:32][CH:31]=1)([C:24]1[CH:25]=[CH:26][CH:27]=[CH:28][CH:29]=1)[O:6][CH2:7][CH2:8][C@@H:9]([CH:18]=[O:23])[CH2:10][C:11]([O:13][C:14]([CH3:15])([CH3:17])[CH3:16])=[O:12])([CH3:2])([CH3:3])[CH3:4]. The catalyst class is: 11. (9) Reactant: [C:1](Cl)(=[O:5])[CH:2]([CH3:4])[CH3:3].[NH2:7][C:8]1[CH:9]=[C:10]([CH:14]2[CH2:19][CH2:18][N:17]([C:20]([O:22][C:23]([CH3:26])([CH3:25])[CH3:24])=[O:21])[CH2:16][CH2:15]2)[CH:11]=[CH:12][CH:13]=1.C(N(CC)CC)C. Product: [C:1]([NH:7][C:8]1[CH:9]=[C:10]([CH:14]2[CH2:15][CH2:16][N:17]([C:20]([O:22][C:23]([CH3:26])([CH3:25])[CH3:24])=[O:21])[CH2:18][CH2:19]2)[CH:11]=[CH:12][CH:13]=1)(=[O:5])[CH:2]([CH3:4])[CH3:3]. The catalyst class is: 1.